Dataset: Full USPTO retrosynthesis dataset with 1.9M reactions from patents (1976-2016). Task: Predict the reactants needed to synthesize the given product. (1) Given the product [NH:26]1[CH2:30][CH2:29][C@H:28]([O:31]/[N:32]=[C:22](/[C:19]2[N:20]=[C:21]3[N:13]([CH2:12][C:3]4[CH:4]=[C:5]5[C:10](=[CH:11][C:2]=4[F:1])[N:9]=[CH:8][CH:7]=[CH:6]5)[N:14]=[N:15][C:16]3=[N:17][CH:18]=2)\[CH3:23])[CH2:27]1, predict the reactants needed to synthesize it. The reactants are: [F:1][C:2]1[CH:11]=[C:10]2[C:5]([CH:6]=[CH:7][CH:8]=[N:9]2)=[CH:4][C:3]=1[CH2:12][N:13]1[C:21]2[C:16](=[N:17][CH:18]=[C:19]([C:22](=O)[CH3:23])[N:20]=2)[N:15]=[N:14]1.Cl.[NH:26]1[CH2:30][CH2:29][C@H:28]([O:31][NH2:32])[CH2:27]1. (2) Given the product [Br:1][C:2]1[CH:3]=[C:4]([Br:12])[C:5]2[O:9][C:8]([NH:10][C:23]([NH:22][CH2:20][CH3:21])=[O:24])=[N:7][C:6]=2[CH:11]=1, predict the reactants needed to synthesize it. The reactants are: [Br:1][C:2]1[CH:3]=[C:4]([Br:12])[C:5]2[O:9][C:8]([NH2:10])=[N:7][C:6]=2[CH:11]=1.C(N(CC)CC)C.[CH2:20]([N:22]=[C:23]=[O:24])[CH3:21].O. (3) Given the product [Cl:1][C:2]1[CH:3]=[CH:4][C:5]([N:43]2[CH:47]=[C:46]([C:48]([F:49])([F:50])[F:51])[N:45]=[N:44]2)=[C:6]([C:8]2[N:9]=[CH:10][N:11]([C@@H:15]3[C:31]4[CH:32]=[C:27]([CH:28]=[CH:29][N:30]=4)[C:26]4[C:22](=[CH:23][N:24]([C:33]5[CH:38]=[CH:37][N:36]=[C:35]([OH:39])[CH:34]=5)[N:25]=4)[NH:21][C:20](=[O:41])[C@H:19]([CH3:42])[CH2:18][CH2:17][CH2:16]3)[C:12](=[O:14])[CH:13]=2)[CH:7]=1, predict the reactants needed to synthesize it. The reactants are: [Cl:1][C:2]1[CH:3]=[CH:4][C:5]([N:43]2[CH:47]=[C:46]([C:48]([F:51])([F:50])[F:49])[N:45]=[N:44]2)=[C:6]([C:8]2[N:9]=[CH:10][N:11]([C@@H:15]3[C:31]4[CH:32]=[C:27]([CH:28]=[CH:29][N:30]=4)[C:26]4[C:22](=[CH:23][N:24]([C:33]5[CH:38]=[CH:37][N:36]=[C:35]([O:39]C)[CH:34]=5)[N:25]=4)[NH:21][C:20](=[O:41])[C@H:19]([CH3:42])[CH2:18][CH2:17][CH2:16]3)[C:12](=[O:14])[CH:13]=2)[CH:7]=1.Cl. (4) Given the product [CH:1]1([C:6]2[C:15]([C:16](=[O:27])[C:17]3[CH:18]=[CH:19][C:20]([C:23]([F:25])([F:26])[F:24])=[CH:21][CH:22]=3)=[C:14]([CH:28]3[CH2:33][CH2:32][CH2:31][CH2:30][CH2:29]3)[C:13]3[C:12](=[O:34])[CH2:11][C:10]([CH3:36])([CH3:35])[CH2:9][C:8]=3[N:7]=2)[CH2:2][CH2:3][CH2:4][CH2:5]1, predict the reactants needed to synthesize it. The reactants are: [CH:1]1([C:6]2[NH:7][C:8]3[CH2:9][C:10]([CH3:36])([CH3:35])[CH2:11][C:12](=[O:34])[C:13]=3[CH:14]([CH:28]3[CH2:33][CH2:32][CH2:31][CH2:30][CH2:29]3)[C:15]=2[C:16](=[O:27])[C:17]2[CH:22]=[CH:21][C:20]([C:23]([F:26])([F:25])[F:24])=[CH:19][CH:18]=2)[CH2:5][CH2:4][CH2:3][CH2:2]1.ClC1C(=O)C(C#N)=C(C#N)C(=O)C=1Cl. (5) The reactants are: [Br:1][C:2]1[CH:10]=[C:9]([CH3:11])[C:8]([Br:12])=[CH:7][C:3]=1[C:4]([OH:6])=[O:5].S(=O)(=O)(O)O.[C:18](OCC)(=O)C. Given the product [Br:1][C:2]1[CH:10]=[C:9]([CH3:11])[C:8]([Br:12])=[CH:7][C:3]=1[C:4]([O:6][CH3:18])=[O:5], predict the reactants needed to synthesize it. (6) Given the product [CH2:35]([O:34][C:32]([NH:2][C@:3]([CH3:24])([CH2:6][CH2:7][C:8]1[O:9][C:10]([C:13]#[C:14][CH2:15][CH2:16][O:17][CH:18]2[CH2:19][CH2:20][CH2:21][CH2:22][CH2:23]2)=[CH:11][CH:12]=1)[CH2:4][OH:5])=[O:33])[CH:36]=[CH2:37], predict the reactants needed to synthesize it. The reactants are: Cl.[NH2:2][C@:3]([CH3:24])([CH2:6][CH2:7][C:8]1[O:9][C:10]([C:13]#[C:14][CH2:15][CH2:16][O:17][CH:18]2[CH2:23][CH2:22][CH2:21][CH2:20][CH2:19]2)=[CH:11][CH:12]=1)[CH2:4][OH:5].O.C(=O)([O-])O.[K+].Cl[C:32]([O:34][CH2:35][CH:36]=[CH2:37])=[O:33]. (7) The reactants are: Br[CH2:2][C:3]([O:5][CH2:6][C:7]1[CH:12]=[CH:11][CH:10]=[CH:9][CH:8]=1)=[O:4].C([O-])([O-])=O.[K+].[K+].[C:19]([O:23][C:24]([N:26]1[CH2:31][C@H:30]([CH2:32][N:33]2[CH2:38][CH2:37][O:36][CH2:35][C@H:34]2[CH3:39])[NH:29][CH2:28][C@H:27]1[CH3:40])=[O:25])([CH3:22])([CH3:21])[CH3:20]. Given the product [C:19]([O:23][C:24]([N:26]1[CH2:31][C@H:30]([CH2:32][N:33]2[CH2:38][CH2:37][O:36][CH2:35][C@H:34]2[CH3:39])[N:29]([CH2:2][C:3]([O:5][CH2:6][C:7]2[CH:12]=[CH:11][CH:10]=[CH:9][CH:8]=2)=[O:4])[CH2:28][C@H:27]1[CH3:40])=[O:25])([CH3:22])([CH3:20])[CH3:21], predict the reactants needed to synthesize it. (8) Given the product [C:1]([C:3]1[CH:4]=[CH:5][C:6]([CH:9]2[C:14]([C:15]([OH:17])=[O:16])=[C:13]([CH3:22])[N:12]([C:23]3[CH:28]=[CH:27][CH:26]=[C:25]([C:29]([F:32])([F:31])[F:30])[CH:24]=3)[C:11](=[S:33])[NH:10]2)=[CH:7][CH:8]=1)#[N:2], predict the reactants needed to synthesize it. The reactants are: [C:1]([C:3]1[CH:8]=[CH:7][C:6]([CH:9]2[C:14]([C:15]([O:17]CCC#N)=[O:16])=[C:13]([CH3:22])[N:12]([C:23]3[CH:28]=[CH:27][CH:26]=[C:25]([C:29]([F:32])([F:31])[F:30])[CH:24]=3)[C:11](=[S:33])[NH:10]2)=[CH:5][CH:4]=1)#[N:2].N12CCCN=C1CCCCC2. (9) The reactants are: [CH3:1][CH:2]1[CH2:10][C:9]2[C:4](=[CH:5][CH:6]=[CH:7][CH:8]=2)[CH:3]1[NH2:11].[Cl:12][CH2:13][CH2:14][N:15]=[C:16]=[O:17]. Given the product [Cl:12][CH2:13][CH2:14][NH:15][C:16]([NH:11][CH:3]1[C:4]2[C:9](=[CH:8][CH:7]=[CH:6][CH:5]=2)[CH2:10][CH:2]1[CH3:1])=[O:17], predict the reactants needed to synthesize it.